Task: Regression. Given two drug SMILES strings and cell line genomic features, predict the synergy score measuring deviation from expected non-interaction effect.. Dataset: NCI-60 drug combinations with 297,098 pairs across 59 cell lines (1) Drug 1: CC(C1=C(C=CC(=C1Cl)F)Cl)OC2=C(N=CC(=C2)C3=CN(N=C3)C4CCNCC4)N. Drug 2: CCC1(C2=C(COC1=O)C(=O)N3CC4=CC5=C(C=CC(=C5CN(C)C)O)N=C4C3=C2)O.Cl. Cell line: U251. Synergy scores: CSS=25.2, Synergy_ZIP=-10.0, Synergy_Bliss=-6.87, Synergy_Loewe=-39.2, Synergy_HSA=-6.68. (2) Drug 1: C1CNP(=O)(OC1)N(CCCl)CCCl. Drug 2: CN1C=C(C=N1)C2=C3N=C(C(=C(N3N=C2)N)Br)C4CCCNC4. Cell line: HT29. Synergy scores: CSS=21.4, Synergy_ZIP=4.70, Synergy_Bliss=3.45, Synergy_Loewe=-20.6, Synergy_HSA=-1.55. (3) Drug 1: CCCS(=O)(=O)NC1=C(C(=C(C=C1)F)C(=O)C2=CNC3=C2C=C(C=N3)C4=CC=C(C=C4)Cl)F. Drug 2: CCC1=C2CN3C(=CC4=C(C3=O)COC(=O)C4(CC)O)C2=NC5=C1C=C(C=C5)O. Cell line: SF-295. Synergy scores: CSS=41.6, Synergy_ZIP=-2.26, Synergy_Bliss=-3.82, Synergy_Loewe=-49.2, Synergy_HSA=-3.28. (4) Drug 1: CC1=CC2C(CCC3(C2CCC3(C(=O)C)OC(=O)C)C)C4(C1=CC(=O)CC4)C. Drug 2: CN1C(=O)N2C=NC(=C2N=N1)C(=O)N. Cell line: SNB-19. Synergy scores: CSS=-7.70, Synergy_ZIP=5.25, Synergy_Bliss=2.82, Synergy_Loewe=-5.13, Synergy_HSA=-5.58.